Dataset: Catalyst prediction with 721,799 reactions and 888 catalyst types from USPTO. Task: Predict which catalyst facilitates the given reaction. (1) Reactant: C([N:8]1[C:17]2[C:12](=[CH:13][CH:14]=[CH:15][CH:16]=2)[CH:11]([N:18]([C:22]2[CH:27]=[CH:26][CH:25]=[CH:24][CH:23]=2)[C:19](=[O:21])[CH3:20])[CH2:10][CH:9]1[CH3:28])C1C=CC=CC=1.C([O-])=O.[NH4+]. Product: [CH3:28][CH:9]1[CH2:10][CH:11]([N:18]([C:22]2[CH:27]=[CH:26][CH:25]=[CH:24][CH:23]=2)[C:19](=[O:21])[CH3:20])[C:12]2[C:17](=[CH:16][CH:15]=[CH:14][CH:13]=2)[NH:8]1. The catalyst class is: 63. (2) Reactant: [Br:1][C:2]1[CH:7]=[C:6]([S:8]([CH3:11])(=[O:10])=[O:9])[CH:5]=[C:4]([N+:12]([O-:14])=[O:13])[C:3]=1F.Cl.[NH2:17][C:18]([CH3:24])([CH3:23])[C:19]([O:21][CH3:22])=[O:20].C(=O)(O)[O-].[Na+]. Product: [Br:1][C:2]1[CH:7]=[C:6]([S:8]([CH3:11])(=[O:10])=[O:9])[CH:5]=[C:4]([N+:12]([O-:14])=[O:13])[C:3]=1[NH:17][C:18]([CH3:24])([CH3:23])[C:19]([O:21][CH3:22])=[O:20]. The catalyst class is: 60. (3) Reactant: [F:1][C:2]([F:29])([F:28])[C:3]1[CH:4]=[C:5]([CH:21]=[C:22]([C:24]([F:27])([F:26])[F:25])[CH:23]=1)[CH2:6][O:7][CH2:8][C:9]1([CH2:18][CH2:19]O)[C:17]2[C:12](=[CH:13][CH:14]=[CH:15][CH:16]=2)[CH2:11][O:10]1.[C:30]1(=[O:40])[C:38]2[C:33](=[CH:34][CH:35]=[CH:36][CH:37]=2)[C:32](=[O:39])[NH:31]1.C1(P(C2C=CC=CC=2)C2C=CC=CC=2)C=CC=CC=1.N(C(OCC)=O)=NC(OCC)=O. Product: [F:26][C:24]([F:25])([F:27])[C:22]1[CH:21]=[C:5]([CH:4]=[C:3]([C:2]([F:29])([F:28])[F:1])[CH:23]=1)[CH2:6][O:7][CH2:8][C:9]1([CH2:18][CH2:19][N:31]2[C:32](=[O:39])[C:33]3[C:38](=[CH:37][CH:36]=[CH:35][CH:34]=3)[C:30]2=[O:40])[C:17]2[C:12](=[CH:13][CH:14]=[CH:15][CH:16]=2)[CH2:11][O:10]1. The catalyst class is: 7. (4) Reactant: [NH2:1][C@H:2]([CH3:5])[CH2:3][OH:4].C(N(C(C)C)C(C)C)C.[Br:15][C:16]1[CH:21]=[CH:20][C:19]([S:22](Cl)(=[O:24])=[O:23])=[CH:18][CH:17]=1.O. Product: [Br:15][C:16]1[CH:21]=[CH:20][C:19]([S:22]([NH:1][C@H:2]([CH3:5])[CH2:3][OH:4])(=[O:24])=[O:23])=[CH:18][CH:17]=1. The catalyst class is: 2. (5) Reactant: [C:1]([N:4]([CH2:26][C:27]1[CH:32]=[CH:31][C:30]([C:33]2[CH:38]=[N:37][C:36]([N:39](C(OC(C)(C)C)=O)C(OC(C)(C)C)=O)=[C:35]([N:54](C(OC(C)(C)C)=O)[CH2:55][C:56]3[C:61]([Cl:62])=[CH:60][CH:59]=[CH:58][C:57]=3[Cl:63])[N:34]=2)=[CH:29][CH:28]=1)[CH:5]1[CH2:10][CH2:9][N:8](C(OC(C)(C)C)=O)[C@@H:7]([C:18]([O:20][CH:21]2[CH2:25][CH2:24][CH2:23][CH2:22]2)=[O:19])[CH2:6]1)(=[O:3])[CH3:2].Cl. Product: [C:1]([N:4]([CH2:26][C:27]1[CH:28]=[CH:29][C:30]([C:33]2[CH:38]=[N:37][C:36]([NH2:39])=[C:35]([NH:54][CH2:55][C:56]3[C:57]([Cl:63])=[CH:58][CH:59]=[CH:60][C:61]=3[Cl:62])[N:34]=2)=[CH:31][CH:32]=1)[CH:5]1[CH2:10][CH2:9][NH:8][C@@H:7]([C:18]([O:20][CH:21]2[CH2:22][CH2:23][CH2:24][CH2:25]2)=[O:19])[CH2:6]1)(=[O:3])[CH3:2]. The catalyst class is: 27. (6) Reactant: [N+:1]([C:4]1[CH:5]=[C:6]([OH:10])[CH:7]=[CH:8][CH:9]=1)([O-:3])=[O:2].C(N(CC)CC)C.[C:18](Cl)(=[O:25])[C:19]1[CH:24]=[CH:23][CH:22]=[CH:21][CH:20]=1.O. Product: [C:18]([O:10][C:6]1[CH:7]=[CH:8][CH:9]=[C:4]([N+:1]([O-:3])=[O:2])[CH:5]=1)(=[O:25])[C:19]1[CH:24]=[CH:23][CH:22]=[CH:21][CH:20]=1. The catalyst class is: 4.